Dataset: Full USPTO retrosynthesis dataset with 1.9M reactions from patents (1976-2016). Task: Predict the reactants needed to synthesize the given product. (1) The reactants are: [Cl:1][C:2]1[CH:3]=[C:4]([O:10]C)[CH:5]=[C:6]([O:8]C)[CH:7]=1.B(Br)(Br)Br. Given the product [Cl:1][C:2]1[CH:7]=[C:6]([OH:8])[CH:5]=[C:4]([OH:10])[CH:3]=1, predict the reactants needed to synthesize it. (2) Given the product [NH2:1][C:2]1[C:7]([N+:8]([O-:10])=[O:9])=[CH:6][C:5]([Br:12])=[CH:4][C:3]=1[OH:11], predict the reactants needed to synthesize it. The reactants are: [NH2:1][C:2]1[C:7]([N+:8]([O-:10])=[O:9])=[CH:6][CH:5]=[CH:4][C:3]=1[OH:11].[Br:12]Br. (3) Given the product [F:1][C:2]1[CH:11]=[CH:10][C:5]([CH2:6][OH:7])=[CH:4][C:3]=1[O:12][CH2:13][C:14]1[CH:15]=[CH:16][C:17]([F:20])=[CH:18][CH:19]=1, predict the reactants needed to synthesize it. The reactants are: [F:1][C:2]1[CH:11]=[CH:10][C:5]([C:6](OC)=[O:7])=[CH:4][C:3]=1[O:12][CH2:13][C:14]1[CH:19]=[CH:18][C:17]([F:20])=[CH:16][CH:15]=1.[H-].[H-].[H-].[H-].[Li+].[Al+3].O.[OH-].[Na+]. (4) The reactants are: [CH3:1][C:2]1[CH:3]=[CH:4][C:5]2[N:6]([C:8]([CH2:18][NH2:19])=[C:9]([C:11]3[CH:16]=[CH:15][C:14]([CH3:17])=[CH:13][CH:12]=3)[N:10]=2)[CH:7]=1.[C:20]1([CH3:30])[CH:25]=[CH:24][C:23]([O:26][C:27](Cl)=[O:28])=[CH:22][CH:21]=1. Given the product [C:20]1([CH3:30])[CH:25]=[CH:24][C:23]([O:26][C:27](=[O:28])[NH:19][CH2:18][C:8]2[N:6]3[CH:7]=[C:2]([CH3:1])[CH:3]=[CH:4][C:5]3=[N:10][C:9]=2[C:11]2[CH:16]=[CH:15][C:14]([CH3:17])=[CH:13][CH:12]=2)=[CH:22][CH:21]=1, predict the reactants needed to synthesize it. (5) Given the product [CH3:6][N:7]([CH3:19])[C:8]1[NH:9][C:10]([CH:23]=[O:24])=[CH:11][N:12]=1, predict the reactants needed to synthesize it. The reactants are: [Li]CCCC.[CH3:6][N:7]([CH3:19])[C:8]1[N:9](S(N(C)C)(=O)=O)[CH:10]=[CH:11][N:12]=1.CN([CH:23]=[O:24])C.[NH4+].[Cl-].Cl.C([O-])(O)=O.[Na+]. (6) Given the product [C:12]([O:16][C:2]1([CH3:1])[CH:3]2[CH2:11][CH:7]3[CH2:6][CH:5]([CH2:10][CH:9]1[CH2:8]3)[CH2:4]2)(=[O:15])[CH:13]=[CH2:14], predict the reactants needed to synthesize it. The reactants are: [CH2:1]=[C:2]1[CH:9]2[CH2:10][CH:5]3[CH2:6][CH:7]([CH2:11][CH:3]1[CH2:4]3)[CH2:8]2.[C:12]([OH:16])(=[O:15])[CH:13]=[CH2:14].B(F)(F)F.CCOCC.